From a dataset of Full USPTO retrosynthesis dataset with 1.9M reactions from patents (1976-2016). Predict the reactants needed to synthesize the given product. (1) Given the product [CH3:5][C:6]1[CH:7]=[N:8][C:9]([CH2:15][S+:16]([O-:28])[C:17]2[N-:18][C:19]3[CH:20]=[CH:21][C:22]([O:26][CH3:27])=[CH:23][C:24]=3[N:25]=2)=[C:10]([CH3:14])[C:11]=1[O:12][CH3:13].[Na+:2], predict the reactants needed to synthesize it. The reactants are: [OH-].[Na+:2].CO.[CH3:5][C:6]1[CH:7]=[N:8][C:9]([CH2:15][S+:16]([O-:28])[C:17]2[NH:18][C:19]3[CH:20]=[CH:21][C:22]([O:26][CH3:27])=[CH:23][C:24]=3[N:25]=2)=[C:10]([CH3:14])[C:11]=1[O:12][CH3:13].ClCCl. (2) Given the product [Cl:1][C:2]1[CH:3]=[C:4]2[C:8](=[CH:9][CH:10]=1)[NH:7][C:6](=[O:11])/[C:5]/2=[CH:12]\[C:14]1[NH:18][C:17]2[CH2:19][CH2:20][CH2:21][CH2:22][CH2:23][C:16]=2[C:15]=1[CH2:24][CH2:25][C:26]([OH:28])=[O:27], predict the reactants needed to synthesize it. The reactants are: [Cl:1][C:2]1[CH:3]=[C:4]2[C:8](=[CH:9][CH:10]=1)[NH:7][C:6](=[O:11])[CH2:5]2.[CH:12]([C:14]1[NH:18][C:17]2[CH2:19][CH2:20][CH2:21][CH2:22][CH2:23][C:16]=2[C:15]=1[CH2:24][CH2:25][C:26]([OH:28])=[O:27])=O.N1CCCCC1.